Dataset: Forward reaction prediction with 1.9M reactions from USPTO patents (1976-2016). Task: Predict the product of the given reaction. (1) Given the reactants [CH2:1]([C:3]1[CH:4]=[C:5]2[C:9](=[CH:10][CH:11]=1)[NH:8][N:7]=[C:6]2[C:12]([NH:14][CH2:15][CH:16]1[CH2:21][CH2:20][N:19]([CH2:22][C:23]([OH:25])=[O:24])[CH2:18][CH2:17]1)=[O:13])[CH3:2].[CH3:26][CH2:27][CH2:28]CCB1OC(C)(C)C(C)(C)O1, predict the reaction product. The product is: [CH2:1]([C:3]1[CH:4]=[C:5]2[C:9](=[CH:10][CH:11]=1)[NH:8][N:7]=[C:6]2[C:12]([NH:14][CH2:15][CH:16]1[CH2:17][CH2:18][N:19]([CH2:22][C:23]([OH:25])=[O:24])[CH2:20][CH2:21]1)=[O:13])[CH2:2][CH2:26][CH2:27][CH3:28]. (2) Given the reactants [CH3:1][O:2][C:3](=[O:16])[C:4]1[CH:9]=[C:8]([CH3:10])[CH:7]=[CH:6][C:5]=1[NH:11][C:12](=[O:15])[CH2:13][CH3:14].[Br:17]N1C(C)(C)C(=O)N(Br)C1=O, predict the reaction product. The product is: [CH3:1][O:2][C:3](=[O:16])[C:4]1[CH:9]=[C:8]([CH2:10][Br:17])[CH:7]=[CH:6][C:5]=1[NH:11][C:12](=[O:15])[CH2:13][CH3:14]. (3) Given the reactants [F:1][C:2]1[CH:7]=[C:6]([N+:8]([O-])=O)[CH:5]=[CH:4][C:3]=1[N:11]1[CH2:16][CH2:15][N:14]([CH2:17][CH2:18][F:19])[CH2:13][CH2:12]1.CO.C(Cl)Cl, predict the reaction product. The product is: [F:1][C:2]1[CH:7]=[C:6]([CH:5]=[CH:4][C:3]=1[N:11]1[CH2:12][CH2:13][N:14]([CH2:17][CH2:18][F:19])[CH2:15][CH2:16]1)[NH2:8]. (4) Given the reactants [Br:1][C:2]1[C:3]([CH3:15])=[N:4][O:5][C:6]=1[C:7]1([C:10]([O:12]CC)=[O:11])[CH2:9][CH2:8]1.[OH-].[Na+], predict the reaction product. The product is: [Br:1][C:2]1[C:3]([CH3:15])=[N:4][O:5][C:6]=1[C:7]1([C:10]([OH:12])=[O:11])[CH2:9][CH2:8]1. (5) The product is: [CH3:28][C:29]1[C:33]([C:34]2[CH:35]=[C:36]([C:7]3[CH:8]=[CH:9][CH:10]=[C:11]4[C:6]=3[CH2:5][CH2:4][C:3](=[O:21])[N:2]4[CH3:1])[C:37]3[NH:41][C:40](=[O:42])[NH:39][C:38]=3[CH:43]=2)=[C:32]([CH3:55])[O:31][N:30]=1. Given the reactants [CH3:1][N:2]1[C:11]2[C:6](=[C:7](B3OC(C)(C)C(C)(C)O3)[CH:8]=[CH:9][CH:10]=2)[CH2:5][CH2:4][C:3]1=[O:21].C([O-])([O-])=O.[Cs+].[Cs+].[CH3:28][C:29]1[C:33]([C:34]2[CH:35]=[C:36](C3C(C)=CC=C4C=3C=CC=N4)[C:37]3[NH:41][C:40](=[O:42])[NH:39][C:38]=3[CH:43]=2)=[C:32]([CH3:55])[O:31][N:30]=1, predict the reaction product. (6) The product is: [C:21]([NH:20][C:18](=[O:19])[C:17]1[CH:25]=[CH:26][CH:27]=[C:15]([CH2:14][N:11]2[CH2:12][CH2:13][N:8]([C:6](=[O:7])[C:5]3[CH:30]=[CH:31][C:2]([NH:1][C:34]([NH:50][CH2:49][CH:46]4[CH2:48][CH2:47]4)=[O:35])=[C:3]([F:32])[CH:4]=3)[CH2:9][CH:10]2[CH2:28][F:29])[CH:16]=1)([CH3:24])([CH3:23])[CH3:22]. Given the reactants [NH2:1][C:2]1[CH:31]=[CH:30][C:5]([C:6]([N:8]2[CH2:13][CH2:12][N:11]([CH2:14][C:15]3[CH:16]=[C:17]([CH:25]=[CH:26][CH:27]=3)[C:18]([NH:20][C:21]([CH3:24])([CH3:23])[CH3:22])=[O:19])[CH:10]([CH2:28][F:29])[CH2:9]2)=[O:7])=[CH:4][C:3]=1[F:32].Cl[C:34](OC1C=CC([N+]([O-])=O)=CC=1)=[O:35].[CH:46]1([CH2:49][NH2:50])[CH2:48][CH2:47]1, predict the reaction product. (7) Given the reactants [NH2:1][C:2]1[CH:3]=[CH:4][C:5](Br)=[C:6]2[C:10]=1[C:9](=[O:11])[N:8]([CH3:12])[CH2:7]2.[C:14]1(/[CH:20]=[CH:21]/B(O)O)[CH:19]=[CH:18][CH:17]=[CH:16][CH:15]=1.C(=O)([O-])[O-].[K+].[K+].ClCCl, predict the reaction product. The product is: [NH2:1][C:2]1[CH:3]=[CH:4][C:5](/[CH:21]=[CH:20]/[C:14]2[CH:19]=[CH:18][CH:17]=[CH:16][CH:15]=2)=[C:6]2[C:10]=1[C:9](=[O:11])[N:8]([CH3:12])[CH2:7]2.